This data is from Forward reaction prediction with 1.9M reactions from USPTO patents (1976-2016). The task is: Predict the product of the given reaction. (1) Given the reactants O[CH2:2][CH2:3][C:4]1[CH:9]=[CH:8][C:7]([CH:10]2[CH2:15][CH2:14][N:13]([C:16]([O:18][C:19]([CH3:22])([CH3:21])[CH3:20])=[O:17])[CH2:12][CH:11]2[O:23][CH2:24][C:25]2[CH:34]=[CH:33][C:32]3[C:27](=[CH:28][CH:29]=[CH:30][CH:31]=3)[CH:26]=2)=[CH:6][CH:5]=1.C(P(CCCC)CCCC)CCC.[C:48]1([S:54]C2C=CC=CC=2)[CH:53]=[CH:52][CH:51]=[CH:50][CH:49]=1, predict the reaction product. The product is: [CH:26]1[C:27]2[C:32](=[CH:31][CH:30]=[CH:29][CH:28]=2)[CH:33]=[CH:34][C:25]=1[CH2:24][O:23][CH:11]1[CH:10]([C:7]2[CH:8]=[CH:9][C:4]([CH2:3][CH2:2][S:54][C:48]3[CH:53]=[CH:52][CH:51]=[CH:50][CH:49]=3)=[CH:5][CH:6]=2)[CH2:15][CH2:14][N:13]([C:16]([O:18][C:19]([CH3:20])([CH3:21])[CH3:22])=[O:17])[CH2:12]1. (2) The product is: [OH:1][C:2]1[C:3](=[O:17])[NH:4][CH:5]=[N:6][C:7]=1[N:8]=[N:9][C:10]1[CH:15]=[CH:14][CH:13]=[CH:12][CH:11]=1. Given the reactants [OH:1][C:2]1[C:3](=[O:17])[NH:4][C:5](C)=[N:6][C:7]=1[N:8]=[N:9][C:10]1[CH:15]=[CH:14][CH:13]=[CH:12][CH:11]=1.OC1C(=O)NC=NC=1, predict the reaction product. (3) The product is: [CH:32]([C:2]1[CH:7]=[CH:6][C:5]([N:8]=[C:9]([O:19][C:20]2[CH:25]=[CH:24][CH:23]=[CH:22][CH:21]=2)[CH:10]=[CH:11][O:12][C:13]2[CH:18]=[CH:17][CH:16]=[CH:15][CH:14]=2)=[CH:4][CH:3]=1)=[CH2:33]. Given the reactants I[C:2]1[CH:7]=[CH:6][C:5]([N:8]=[C:9]([O:19][C:20]2[CH:25]=[CH:24][CH:23]=[CH:22][CH:21]=2)[CH:10]=[CH:11][O:12][C:13]2[CH:18]=[CH:17][CH:16]=[CH:15][CH:14]=2)=[CH:4][CH:3]=1.C(=O)([O-])[O-].[Cs+].[Cs+].[C:32](P(C(C)(C)C)C(C)(C)C)(C)(C)[CH3:33].C([Sn](CCCC)(CCCC)C=C)CCC, predict the reaction product. (4) The product is: [C:11]([C:5]1[C:4]2[C:8](=[CH:9][CH:10]=[C:2]([C:13]([O:16][CH3:18])=[O:15])[CH:3]=2)[NH:7][N:6]=1)#[N:12]. Given the reactants Br[C:2]1[CH:3]=[C:4]2[C:8](=[CH:9][CH:10]=1)[NH:7][N:6]=[C:5]2[C:11]#[N:12].[C:13]([O-:16])(=[O:15])C.[Na+].[CH3:18]N(C)C=O, predict the reaction product. (5) The product is: [CH2:27]([C:31]1[CH:36]=[CH:35][C:34]([N:3]2[C:4](=[O:26])[C:5]([CH2:11][C:12]3[CH:17]=[CH:16][C:15]([C:18]4[C:19]([C:24]#[N:25])=[CH:20][CH:21]=[CH:22][CH:23]=4)=[CH:14][CH:13]=3)=[C:6]([CH2:8][CH2:9][CH3:10])[N:7]=[C:2]2[CH3:1])=[CH:33][CH:32]=1)[CH:28]([CH3:30])[CH3:29]. Given the reactants [CH3:1][C:2]1[NH:3][C:4](=[O:26])[C:5]([CH2:11][C:12]2[CH:17]=[CH:16][C:15]([C:18]3[C:19]([C:24]#[N:25])=[CH:20][CH:21]=[CH:22][CH:23]=3)=[CH:14][CH:13]=2)=[C:6]([CH2:8][CH2:9][CH3:10])[N:7]=1.[CH2:27]([C:31]1[CH:36]=[CH:35][C:34](B(O)O)=[CH:33][CH:32]=1)[CH:28]([CH3:30])[CH3:29].C(N(CC)CC)C.N1C=CC=CC=1, predict the reaction product. (6) Given the reactants Cl[C:2]1[CH:7]=[C:6]([NH:8][C@@H:9]2[CH2:14][CH2:13][C@H:12]([C:15]([N:17]3[CH2:22][CH2:21][N:20]([C:23]([O:25][C:26]([CH3:29])([CH3:28])[CH3:27])=[O:24])[CH2:19][C@H:18]3[CH3:30])=[O:16])[CH2:11][CH2:10]2)[C:5]([N+:31]([O-:33])=[O:32])=[CH:4][N:3]=1.[N:34]1([CH2:40][CH2:41][OH:42])[CH2:39][CH2:38][CH2:37][CH2:36][CH2:35]1.C1OCCOCCOCCOCCOCCOC1.C(=O)([O-])[O-].[Cs+].[Cs+], predict the reaction product. The product is: [CH3:30][C@H:18]1[N:17]([C:15]([C@H:12]2[CH2:13][CH2:14][C@@H:9]([NH:8][C:6]3[C:5]([N+:31]([O-:33])=[O:32])=[CH:4][N:3]=[C:2]([O:42][CH2:41][CH2:40][N:34]4[CH2:39][CH2:38][CH2:37][CH2:36][CH2:35]4)[CH:7]=3)[CH2:10][CH2:11]2)=[O:16])[CH2:22][CH2:21][N:20]([C:23]([O:25][C:26]([CH3:29])([CH3:28])[CH3:27])=[O:24])[CH2:19]1. (7) Given the reactants [OH:1][CH2:2][C:3]([CH3:10])([CH3:9])[C:4](=[O:8])[CH2:5][C:6]#[N:7].[OH-].[Na+].Cl.[NH2:14]O.Cl, predict the reaction product. The product is: [NH2:7][C:6]1[CH:5]=[C:4]([C:3]([CH3:10])([CH3:9])[CH2:2][OH:1])[O:8][N:14]=1. (8) The product is: [CH2:42]([O:49][C:50]([C:52]1[CH:53]=[N:54][NH:55][C:56]=1[N:57]1[C:3](=[O:2])[NH:4][C:5]([CH:6]([C:16]2[CH:21]=[C:20]([O:22][CH3:23])[CH:19]=[C:18]([O:24][CH2:25][CH2:26][CH2:27][O:28][Si:29]([C:32]([CH3:34])([CH3:33])[CH3:35])([CH3:31])[CH3:30])[C:17]=2[F:36])[NH:7][C:8]2[CH:9]=[CH:10][C:11]([C:14]#[N:15])=[CH:12][CH:13]=2)=[N:58]1)=[O:51])[C:43]1[CH:48]=[CH:47][CH:46]=[CH:45][CH:44]=1. Given the reactants C[O:2][C:3](=O)[N:4]=[C:5](SC)[C:6]([C:16]1[CH:21]=[C:20]([O:22][CH3:23])[CH:19]=[C:18]([O:24][CH2:25][CH2:26][CH2:27][O:28][Si:29]([C:32]([CH3:35])([CH3:34])[CH3:33])([CH3:31])[CH3:30])[C:17]=1[F:36])=[N:7][C:8]1[CH:13]=[CH:12][C:11]([C:14]#[N:15])=[CH:10][CH:9]=1.Cl.Cl.[CH2:42]([O:49][C:50]([C:52]1[CH:53]=[N:54][NH:55][C:56]=1[NH:57][NH2:58])=[O:51])[C:43]1[CH:48]=[CH:47][CH:46]=[CH:45][CH:44]=1.COC(=O)N=C(SC)C(C1C=C(OC)C=C(OCCCO[Si](C(C)(C)C)(C)C)C=1F)=NC1C=CC(C2N=C(C)ON=2)=CC=1.Cl.Cl.C(OC(C1C(NN)=NNC=1)=O)C, predict the reaction product.